Task: Predict the product of the given reaction.. Dataset: Forward reaction prediction with 1.9M reactions from USPTO patents (1976-2016) (1) Given the reactants [O:1]1[CH:5]=[CH:4][CH:3]=[C:2]1/[CH:6]=[CH:7]/[C:8](=[O:16])[CH2:9][CH2:10][C:11]([O:13][CH2:14][CH3:15])=[O:12].[H][H], predict the reaction product. The product is: [O:1]1[CH:5]=[CH:4][CH:3]=[C:2]1[CH2:6][CH2:7][C:8](=[O:16])[CH2:9][CH2:10][C:11]([O:13][CH2:14][CH3:15])=[O:12]. (2) The product is: [C:25]1([NH:24][C:21]([C:8]2[CH:9]=[N:10][C:11]3[C:16]([C:7]=2[C:1]2[CH:6]=[CH:5][CH:4]=[CH:3][CH:2]=2)=[CH:15][CH:14]=[CH:13][C:12]=3[C:17]([F:18])([F:19])[F:20])=[O:22])[CH:30]=[CH:29][CH:28]=[CH:27][CH:26]=1. Given the reactants [C:1]1([C:7]2[C:16]3[C:11](=[C:12]([C:17]([F:20])([F:19])[F:18])[CH:13]=[CH:14][CH:15]=3)[N:10]=[CH:9][C:8]=2[C:21](O)=[O:22])[CH:6]=[CH:5][CH:4]=[CH:3][CH:2]=1.[NH2:24][C:25]1[CH:30]=[CH:29][CH:28]=[CH:27][CH:26]=1.CCN=C=NCCCN(C)C.Cl, predict the reaction product. (3) Given the reactants [CH3:1][O:2][C:3]1[CH:4]=[C:5]([C:11]2[CH2:15][CH:14]([CH2:16][CH2:17][CH:18]=O)[O:13][N:12]=2)[CH:6]=[CH:7][C:8]=1[O:9][CH3:10].Cl.Cl.[N:22]1[CH:27]=[CH:26][CH:25]=[N:24][C:23]=1[N:28]1[CH2:33][CH2:32][NH:31][CH2:30][CH2:29]1.[BH-](OC(C)=O)(OC(C)=O)OC(C)=O.[Na+].C(N(C(C)C)CC)(C)C, predict the reaction product. The product is: [CH3:1][O:2][C:3]1[CH:4]=[C:5]([C:11]2[CH2:15][CH:14]([CH2:16][CH2:17][CH2:18][N:31]3[CH2:32][CH2:33][N:28]([C:23]4[N:22]=[CH:27][CH:26]=[CH:25][N:24]=4)[CH2:29][CH2:30]3)[O:13][N:12]=2)[CH:6]=[CH:7][C:8]=1[O:9][CH3:10]. (4) Given the reactants [CH3:1][N:2]([CH3:34])[C:3]1([C:28]2[CH:33]=[CH:32][CH:31]=[CH:30][CH:29]=2)[CH2:8][CH2:7][CH:6]([CH2:9][NH:10][C:11]([N:13]2[CH2:18][CH2:17][CH:16]([C:19]3[C:27]4[C:22](=[CH:23][CH:24]=[CH:25][CH:26]=4)[NH:21][CH:20]=3)[CH2:15][CH2:14]2)=[O:12])[CH2:5][CH2:4]1.C(O)C.[C:38]([OH:50])(=[O:49])[CH2:39][C:40]([CH2:45][C:46]([OH:48])=[O:47])([C:42]([OH:44])=[O:43])[OH:41], predict the reaction product. The product is: [C:38]([OH:50])(=[O:49])[CH2:39][C:40]([CH2:45][C:46]([OH:48])=[O:47])([C:42]([OH:44])=[O:43])[OH:41].[CH3:1][N:2]([CH3:34])[C:3]1([C:28]2[CH:29]=[CH:30][CH:31]=[CH:32][CH:33]=2)[CH2:8][CH2:7][CH:6]([CH2:9][NH:10][C:11]([N:13]2[CH2:14][CH2:15][CH:16]([C:19]3[C:27]4[C:22](=[CH:23][CH:24]=[CH:25][CH:26]=4)[NH:21][CH:20]=3)[CH2:17][CH2:18]2)=[O:12])[CH2:5][CH2:4]1.[NH:21]1[C:22]2[C:27](=[CH:26][CH:25]=[CH:24][CH:23]=2)[C:19]([CH:16]2[CH2:17][CH2:18][N:13]([C:11]([NH:10][CH2:9][CH:6]3[CH2:7][CH2:8][C:3]([C:28]4[CH:33]=[CH:32][CH:31]=[CH:30][CH:29]=4)([N:2]([CH3:1])[CH3:34])[CH2:4][CH2:5]3)=[O:12])[CH2:14][CH2:15]2)=[CH:20]1. (5) Given the reactants [CH3:1][O:2][C:3]1[C:4]([N+:12]([O-:14])=[O:13])=[CH:5][C:6]([CH3:11])=[C:7]([CH:10]=1)[C:8]#N.[OH-:15].[K+].N([O-])=O.[Na+].[OH2:21], predict the reaction product. The product is: [CH3:1][O:2][C:3]1[C:4]([N+:12]([O-:14])=[O:13])=[CH:5][C:6]([CH3:11])=[C:7]([CH:10]=1)[C:8]([OH:21])=[O:15]. (6) Given the reactants Cl[C:2]1[N:7]=[N:6][C:5]([C:8]([NH2:10])=[O:9])=[C:4]([NH:11][C:12]2[CH:17]=[CH:16][C:15]([Cl:18])=[C:14]([CH3:19])[N:13]=2)[CH:3]=1.[NH2:20][C@@H:21]1[CH2:26][CH2:25][CH2:24][CH2:23][C@@H:22]1[NH:27][C:28](=[O:34])[O:29][C:30]([CH3:33])([CH3:32])[CH3:31].CN1C(=O)CCC1.CO, predict the reaction product. The product is: [C:8]([C:5]1[N:6]=[N:7][C:2]([NH:20][C@@H:21]2[CH2:26][CH2:25][CH2:24][CH2:23][C@@H:22]2[NH:27][C:28](=[O:34])[O:29][C:30]([CH3:32])([CH3:31])[CH3:33])=[CH:3][C:4]=1[NH:11][C:12]1[CH:17]=[CH:16][C:15]([Cl:18])=[C:14]([CH3:19])[N:13]=1)(=[O:9])[NH2:10]. (7) Given the reactants [OH:1][C:2]1[CH:7]=[CH:6][C:5]([C:8]2[C:9](=[O:23])[C:10]([CH3:22])([CH3:21])[O:11][C:12]=2[C:13]2[CH:18]=[CH:17][C:16]([O:19][CH3:20])=[CH:15][CH:14]=2)=[CH:4][CH:3]=1.C(=O)([O-])[O-].[Cs+].[Cs+].CN(C=O)C.Cl[CH2:36][C:37]1[CH:42]=[CH:41][C:40]([CH3:43])=[CH:39][N:38]=1, predict the reaction product. The product is: [CH3:20][O:19][C:16]1[CH:17]=[CH:18][C:13]([C:12]2[O:11][C:10]([CH3:21])([CH3:22])[C:9](=[O:23])[C:8]=2[C:5]2[CH:4]=[CH:3][C:2]([O:1][CH2:36][C:37]3[CH:42]=[CH:41][C:40]([CH3:43])=[CH:39][N:38]=3)=[CH:7][CH:6]=2)=[CH:14][CH:15]=1. (8) The product is: [Cl:1][C:2]1[CH:3]=[CH:4][C:5]([O:35][CH3:36])=[C:6]([CH:34]=1)[CH2:7][CH:8]1[C:14](=[O:15])[N:13]([C:16]([NH:18][C@H:19]([CH2:31][CH3:32])[C:20]([NH:58][C:50]2[CH:51]=[C:52]([CH:56]=[CH:57][C:49]=2[F:48])[C:53]([OH:55])=[O:54])=[O:21])=[O:17])[CH2:12][C:11](=[O:33])[NH:10][CH2:9]1. Given the reactants [Cl:1][C:2]1[CH:3]=[CH:4][C:5]([O:35][CH3:36])=[C:6]([CH:34]=1)[CH2:7][CH:8]1[C:14](=[O:15])[N:13]([C:16]([NH:18][C@H:19]([CH2:31][CH3:32])[C:20](NC2C=C(C(O)=O)NC=2)=[O:21])=[O:17])[CH2:12][C:11](=[O:33])[NH:10][CH2:9]1.[N+](C1C=C(C(O)=O)NC=1)([O-])=O.[F:48][C:49]1[CH:57]=[CH:56][C:52]([C:53]([OH:55])=[O:54])=[CH:51][C:50]=1[N+:58]([O-])=O, predict the reaction product.